Dataset: Forward reaction prediction with 1.9M reactions from USPTO patents (1976-2016). Task: Predict the product of the given reaction. (1) Given the reactants C(O[C:6]1[O:10][C:9]([C:11]([O:13][CH2:14][CH3:15])=[O:12])=[N:8][CH:7]=1)CCC.[Cl:16][C:17]1[CH:18]=[C:19]([CH:28]=[CH:29][C:30]=1[F:31])[CH2:20][N:21]1[CH2:26][CH2:25][CH:24]=[CH:23][C:22]1=[O:27], predict the reaction product. The product is: [Cl:16][C:17]1[CH:18]=[C:19]([CH:28]=[CH:29][C:30]=1[F:31])[CH2:20][N:21]1[CH2:26][CH2:25][C:24]2[C:9]([C:11]([O:13][CH2:14][CH3:15])=[O:12])=[N:8][CH:7]=[C:6]([OH:10])[C:23]=2[C:22]1=[O:27]. (2) Given the reactants O[C:2]1[N:7]([CH3:8])[C:6](=[O:9])[C:5]([C:10]2[S:11][CH:12]=[C:13]([CH3:15])[N:14]=2)=[CH:4][C:3]=1[C:16]1[CH:21]=[CH:20][C:19]([O:22][CH3:23])=[CH:18][CH:17]=1.O=P(Cl)(Cl)[Cl:26], predict the reaction product. The product is: [Cl:26][C:2]1[N:7]([CH3:8])[C:6](=[O:9])[C:5]([C:10]2[S:11][CH:12]=[C:13]([CH3:15])[N:14]=2)=[CH:4][C:3]=1[C:16]1[CH:21]=[CH:20][C:19]([O:22][CH3:23])=[CH:18][CH:17]=1. (3) Given the reactants Cl.[C:2]1([C@H:12]([NH:14][C@H:15]2[CH2:19][CH2:18][N:17]([C:20]3[CH:28]=[CH:27][C:23]([C:24]([OH:26])=O)=[CH:22][CH:21]=3)[CH2:16]2)[CH3:13])[C:11]2[C:6](=[CH:7][CH:8]=[CH:9][CH:10]=2)[CH:5]=[CH:4][CH:3]=1.[C:29](Cl)(=O)C(Cl)=O, predict the reaction product. The product is: [C:24]([C:23]1[CH:27]=[CH:28][C:20]([N:17]2[CH2:18][CH2:19][C@H:15]([NH:14][C@@H:12]([C:2]3[C:11]4[C:6](=[CH:7][CH:8]=[CH:9][CH:10]=4)[CH:5]=[CH:4][CH:3]=3)[CH3:13])[CH2:16]2)=[CH:21][CH:22]=1)(=[O:26])[CH3:29].